This data is from Full USPTO retrosynthesis dataset with 1.9M reactions from patents (1976-2016). The task is: Predict the reactants needed to synthesize the given product. (1) Given the product [NH2:30][C:12]1[N:11]=[CH:10][C:9]([C:6]2[CH:5]=[CH:4][N:3]=[C:2]([N:41]3[CH2:42][CH:39]([OH:38])[CH2:40]3)[C:7]=2[F:8])=[CH:14][C:13]=1[O:15][C@@H:16]([C:18]1[CH:23]=[C:22]([F:24])[CH:21]=[CH:20][C:19]=1[N:25]1[N:26]=[CH:27][CH:28]=[N:29]1)[CH3:17], predict the reactants needed to synthesize it. The reactants are: F[C:2]1[C:7]([F:8])=[C:6]([C:9]2[CH:10]=[N:11][C:12]([NH2:30])=[C:13]([O:15][C@@H:16]([C:18]3[CH:23]=[C:22]([F:24])[CH:21]=[CH:20][C:19]=3[N:25]3[N:29]=[CH:28][CH:27]=[N:26]3)[CH3:17])[CH:14]=2)[CH:5]=[CH:4][N:3]=1.C(=O)([O-])[O-].[K+].[K+].Cl.[OH:38][CH:39]1[CH2:42][NH:41][CH2:40]1. (2) Given the product [Cl:1][C:2]1[CH:7]=[C:6]([C:8]2[N:9]=[C:10]([N:24]3[CH2:25][CH2:26][N:21]([CH2:27][CH2:28][OH:29])[CH2:22][CH2:23]3)[C:11]3[C:17]([O:18][CH3:19])=[CH:16][N:15]=[CH:14][C:12]=3[N:13]=2)[CH:5]=[CH:4][N:3]=1, predict the reactants needed to synthesize it. The reactants are: [Cl:1][C:2]1[CH:7]=[C:6]([C:8]2[N:9]=[C:10](O)[C:11]3[C:17]([O:18][CH3:19])=[CH:16][N:15]=[CH:14][C:12]=3[N:13]=2)[CH:5]=[CH:4][N:3]=1.[N:21]1([CH2:27][CH2:28][OH:29])[CH2:26][CH2:25][NH:24][CH2:23][CH2:22]1. (3) Given the product [NH2:17][CH:10]([C:11]1[CH:12]=[CH:13][CH:14]=[CH:15][CH:16]=1)[C:9]([N:8]([C:6]1[CH:7]=[CH:2][CH:3]=[CH:4][C:5]=1[O:32][CH3:33])[CH2:20][CH2:21][C:22]1[CH:23]=[CH:24][C:25]([C:28]([F:30])([F:31])[F:29])=[CH:26][CH:27]=1)=[O:19], predict the reactants needed to synthesize it. The reactants are: Cl[C:2]1[CH:3]=[CH:4][C:5]([O:32][CH3:33])=[C:6]([N:8]([CH2:20][CH2:21][C:22]2[CH:27]=[CH:26][C:25]([C:28]([F:31])([F:30])[F:29])=[CH:24][CH:23]=2)[C:9](=[O:19])[C:10](=[N:17]O)[C:11]2[CH:16]=[CH:15][CH:14]=[CH:13][CH:12]=2)[CH:7]=1.C(O)(C(F)(F)F)=O. (4) Given the product [C:1]1([C:7]2([C:10]3[N:15]=[C:14]4[S:16][CH:17]=[N:18][C:13]4=[CH:12][CH:11]=3)[CH2:8][CH2:9]2)[CH:6]=[CH:5][CH:4]=[CH:3][CH:2]=1, predict the reactants needed to synthesize it. The reactants are: [C:1]1([C:7]2([C:10]3[N:15]=[C:14]4[S:16][C:17](C(O)=O)=[N:18][C:13]4=[CH:12][CH:11]=3)[CH2:9][CH2:8]2)[CH:6]=[CH:5][CH:4]=[CH:3][CH:2]=1.